Dataset: Reaction yield outcomes from USPTO patents with 853,638 reactions. Task: Predict the reaction yield, written as a fraction of the theoretical maximum amount of product (1.0 means a 100% yield; for example, 0.34 means a 34% yield). The reactants are [CH3:1][O:2][C:3](=[O:16])[C:4]1[CH:9]=[CH:8][CH:7]=[C:6]([NH:10][CH2:11][C:12](=[O:15])[CH:13]=[CH2:14])[CH:5]=1.[NH:17]1[CH2:22][CH2:21][CH:20]([O:23][C:24](=[O:38])[NH:25][C:26]2[CH:31]=[CH:30][CH:29]=[CH:28][C:27]=2[C:32]2[CH:37]=[CH:36][CH:35]=[CH:34][CH:33]=2)[CH2:19][CH2:18]1. The catalyst is CCO. The product is [CH3:1][O:2][C:3](=[O:16])[C:4]1[CH:9]=[CH:8][CH:7]=[C:6]([NH:10][CH2:11][C:12](=[O:15])[CH2:13][CH2:14][N:17]2[CH2:18][CH2:19][CH:20]([O:23][C:24](=[O:38])[NH:25][C:26]3[CH:31]=[CH:30][CH:29]=[CH:28][C:27]=3[C:32]3[CH:37]=[CH:36][CH:35]=[CH:34][CH:33]=3)[CH2:21][CH2:22]2)[CH:5]=1. The yield is 0.450.